From a dataset of Reaction yield outcomes from USPTO patents with 853,638 reactions. Predict the reaction yield, written as a fraction of the theoretical maximum amount of product (1.0 means a 100% yield; for example, 0.34 means a 34% yield). (1) The reactants are [Cl:1][C:2]1[CH:26]=[C:25]([Cl:27])[CH:24]=[CH:23][C:3]=1[CH2:4][N:5]1[C:9]([CH2:10][CH2:11][C:12]([OH:14])=O)=[CH:8][C:7]([O:15][CH2:16][C:17]2[CH:22]=[CH:21][CH:20]=[CH:19][N:18]=2)=[N:6]1.[CH2:28]([S:33]([NH2:36])(=[O:35])=[O:34])[CH2:29][CH2:30][CH2:31][CH3:32].N12CCCN=C1CCCCC2. The catalyst is CN(C)C=O. The product is [ClH:1].[Cl:1][C:2]1[CH:26]=[C:25]([Cl:27])[CH:24]=[CH:23][C:3]=1[CH2:4][N:5]1[C:9]([CH2:10][CH2:11][C:12]([NH:36][S:33]([CH2:28][CH2:29][CH2:30][CH2:31][CH3:32])(=[O:35])=[O:34])=[O:14])=[CH:8][C:7]([O:15][CH2:16][C:17]2[CH:22]=[CH:21][CH:20]=[CH:19][N:18]=2)=[N:6]1. The yield is 0.460. (2) The reactants are Cl.[CH3:2][O:3][C:4](=[O:11])[C@H:5]([CH2:7][CH:8]([CH3:10])[CH3:9])[NH2:6].[N:12]1[CH:17]=CC=CC=1.C(Cl)(Cl)=[O:19].C1(C)C=CC=CC=1. The catalyst is C(Cl)Cl. The product is [CH3:2][O:3][C:4](=[O:11])[C@:5]([N:12]=[C:17]=[O:19])([CH2:7][CH:8]([CH3:10])[CH3:9])[NH2:6]. The yield is 0.860. (3) The reactants are C[O:2][C:3](=[O:28])[C:4]1[CH:9]=[CH:8][C:7]([S:10]([N:13]2[C:21]3[C:16](=[CH:17][CH:18]=[CH:19][CH:20]=3)[C:15]([CH:22]3[CH2:27][CH2:26][O:25][CH2:24][CH2:23]3)=[CH:14]2)(=[O:12])=[O:11])=[CH:6][CH:5]=1.C1COCC1.[OH-].[Na+]. The yield is 0.980. The product is [O:25]1[CH2:24][CH2:23][CH:22]([C:15]2[C:16]3[C:21](=[CH:20][CH:19]=[CH:18][CH:17]=3)[N:13]([S:10]([C:7]3[CH:6]=[CH:5][C:4]([C:3]([OH:28])=[O:2])=[CH:9][CH:8]=3)(=[O:12])=[O:11])[CH:14]=2)[CH2:27][CH2:26]1. The catalyst is CO. (4) The reactants are N(C(OC(C)(C)C)=O)=NC(OC(C)(C)C)=O.C1(P(C2C=CC=CC=2)C2C=CC=CC=2)C=CC=CC=1.[CH3:36][C:37]1[CH:42]=[C:41]([CH2:43][OH:44])[CH:40]=[CH:39][N:38]=1.[F:45][C:46]1[CH:51]=[CH:50][C:49]([C:52]([N:54]2[CH2:59][CH2:58][N:57]3[N:60]=[C:61](O)[CH:62]=[C:56]3[CH2:55]2)=[O:53])=[CH:48][CH:47]=1. The catalyst is C1COCC1. The product is [F:45][C:46]1[CH:47]=[CH:48][C:49]([C:52]([N:54]2[CH2:59][CH2:58][N:57]3[N:60]=[C:61]([O:44][CH2:43][C:41]4[CH:40]=[CH:39][N:38]=[C:37]([CH3:36])[CH:42]=4)[CH:62]=[C:56]3[CH2:55]2)=[O:53])=[CH:50][CH:51]=1. The yield is 0.350. (5) The yield is 0.580. The reactants are B1([O-])OO1.[OH2:5].O.O.O.[Na+].[N:10]1([CH2:16][CH2:17][CH2:18][O:19][C:20]2[CH:25]=[CH:24][C:23]([C:26]3([C:32]#[N:33])[CH2:31][CH2:30][O:29][CH2:28][CH2:27]3)=[CH:22][CH:21]=2)[CH2:15][CH2:14][S:13][CH2:12][CH2:11]1. The catalyst is C(O)(=O)C. The product is [O:5]=[S:13]1[CH2:14][CH2:15][N:10]([CH2:16][CH2:17][CH2:18][O:19][C:20]2[CH:21]=[CH:22][C:23]([C:26]3([C:32]#[N:33])[CH2:31][CH2:30][O:29][CH2:28][CH2:27]3)=[CH:24][CH:25]=2)[CH2:11][CH2:12]1.